From a dataset of Full USPTO retrosynthesis dataset with 1.9M reactions from patents (1976-2016). Predict the reactants needed to synthesize the given product. (1) Given the product [CH3:35][O:36][C:37]1[CH:38]=[C:39]([NH:43][C:44](=[S:70])[NH:45][C:46]2[CH:47]=[CH:48][C:49]([C:52]3[CH:60]=[C:59]4[C:55]([CH2:56][N:57]([C@@H:62]([CH:67]([CH3:68])[CH3:69])[C:63]([OH:65])=[O:64])[C:58]4=[O:61])=[CH:54][CH:53]=3)=[CH:50][CH:51]=2)[CH:40]=[CH:41][CH:42]=1, predict the reactants needed to synthesize it. The reactants are: FC1C=CC=CC=1NC(=S)NC1C=CC(C2C=C3C(CN([C@@H](C(C)C)C(O)=O)C3=O)=CC=2)=CC=1.[CH3:35][O:36][C:37]1[CH:38]=[C:39]([NH:43][C:44](=[S:70])[NH:45][C:46]2[CH:51]=[CH:50][C:49]([C:52]3[CH:60]=[C:59]4[C:55]([CH2:56][N:57]([C@@H:62]([CH:67]([CH3:69])[CH3:68])[C:63]([O:65]C)=[O:64])[C:58]4=[O:61])=[CH:54][CH:53]=3)=[CH:48][CH:47]=2)[CH:40]=[CH:41][CH:42]=1. (2) Given the product [Cl:1][C:2]1[CH:7]=[C:6]([CH2:8][CH2:9][CH2:10][CH:11]=[O:12])[C:5]([C:13]#[N:14])=[CH:4][C:3]=1[NH:15][C:16]1[N:21]=[C:20]([N:22]([CH:32]2[CH2:33][CH2:34]2)[CH2:23][C:24]2[CH:29]=[CH:28][C:27]([O:30][CH3:31])=[CH:26][CH:25]=2)[C:19]2=[N:35][CH:36]=[C:37]([C:38]#[N:39])[N:18]2[N:17]=1, predict the reactants needed to synthesize it. The reactants are: [Cl:1][C:2]1[CH:7]=[C:6]([CH2:8][CH2:9][CH2:10][CH2:11][OH:12])[C:5]([C:13]#[N:14])=[CH:4][C:3]=1[NH:15][C:16]1[N:21]=[C:20]([N:22]([CH:32]2[CH2:34][CH2:33]2)[CH2:23][C:24]2[CH:29]=[CH:28][C:27]([O:30][CH3:31])=[CH:26][CH:25]=2)[C:19]2=[N:35][CH:36]=[C:37]([C:38]#[N:39])[N:18]2[N:17]=1.CC(OI1(OC(C)=O)(OC(C)=O)OC(=O)C2C=CC=CC1=2)=O. (3) Given the product [O:57]=[C:51]1[CH:50]([N:44]2[CH2:43][C:42]3[C:46](=[CH:47][CH:48]=[C:40]([CH2:39][NH:38][C:2](=[O:3])[NH:14][CH:15]4[CH2:20][CH2:19][CH:18]([C:21]([NH2:23])=[O:22])[CH2:17][CH2:16]4)[CH:41]=3)[C:45]2=[O:49])[CH2:55][CH2:54][C:53](=[O:56])[NH:52]1, predict the reactants needed to synthesize it. The reactants are: Cl[C:2](OC1C=CC([N+]([O-])=O)=CC=1)=[O:3].[NH2:14][CH:15]1[CH2:20][CH2:19][CH:18]([C:21]([NH2:23])=[O:22])[CH2:17][CH2:16]1.CCN(C(C)C)C(C)C.CS(O)(=O)=O.[NH2:38][CH2:39][C:40]1[CH:41]=[C:42]2[C:46](=[CH:47][CH:48]=1)[C:45](=[O:49])[N:44]([CH:50]1[CH2:55][CH2:54][C:53](=[O:56])[NH:52][C:51]1=[O:57])[CH2:43]2. (4) Given the product [CH2:13]([O:12][C@H:11]1[C@@H:10]([O:20][CH2:21][C:22]2[CH:27]=[CH:26][CH:25]=[CH:24][CH:23]=2)[C@@H:9]([CH2:28][O:29][CH2:30][C:31]2[CH:36]=[CH:35][CH:34]=[CH:33][CH:32]=2)[O:8][C@@H:7]([F:37])[C@@H:6]1[OH:5])[C:14]1[CH:19]=[CH:18][CH:17]=[CH:16][CH:15]=1, predict the reactants needed to synthesize it. The reactants are: ClCC([O:5][C@@H:6]1[C@@H:11]([O:12][CH2:13][C:14]2[CH:19]=[CH:18][CH:17]=[CH:16][CH:15]=2)[C@@H:10]([O:20][CH2:21][C:22]2[CH:27]=[CH:26][CH:25]=[CH:24][CH:23]=2)[C@@H:9]([CH2:28][O:29][CH2:30][C:31]2[CH:36]=[CH:35][CH:34]=[CH:33][CH:32]=2)[O:8][C@H:7]1[F:37])=O.NC(N)=S. (5) Given the product [Cl:1][C:2]1[CH:3]=[CH:4][C:5]2[O:19][CH2:18][N:8]3[C:9]4[CH:10]=[CH:11][CH:12]=[C:13]([CH:16]=[O:32])[C:14]=4[CH:15]=[C:7]3[C:6]=2[N:20]=1, predict the reactants needed to synthesize it. The reactants are: [Cl:1][C:2]1[CH:3]=[CH:4][C:5]2[O:19][CH2:18][N:8]3[C:9]4[CH:10]=[CH:11][CH:12]=[C:13]([C:16]#N)[C:14]=4[CH:15]=[C:7]3[C:6]=2[N:20]=1.CC(C[AlH]CC(C)C)C.CC[O:32]C(C)=O. (6) Given the product [CH2:33]([O:34][C:35](=[O:36])[C:20]([CH2:23][C:24]1[CH:25]=[CH:26][CH:27]=[CH:28][CH:29]=1)([C:21]#[N:22])[C:17]1[CH:18]=[CH:19][C:14]([F:13])=[C:15]([O:30][CH3:31])[CH:16]=1)[CH3:32], predict the reactants needed to synthesize it. The reactants are: C(NC(C)C)(C)C.C([Li])CCC.[F:13][C:14]1[CH:19]=[CH:18][C:17]([CH:20]([CH2:23][C:24]2[CH:29]=[CH:28][CH:27]=[CH:26][CH:25]=2)[C:21]#[N:22])=[CH:16][C:15]=1[O:30][CH3:31].[CH3:32][CH2:33][O:34][C:35](C)=[O:36]. (7) Given the product [Br:2][CH2:14][C:9]1[CH:10]=[C:11]([O:12][CH3:13])[C:6]([Cl:5])=[CH:7][C:8]=1[F:16], predict the reactants needed to synthesize it. The reactants are: P(Br)(Br)[Br:2].[Cl:5][C:6]1[C:11]([O:12][CH3:13])=[CH:10][C:9]([CH2:14]O)=[C:8]([F:16])[CH:7]=1.